Dataset: Reaction yield outcomes from USPTO patents with 853,638 reactions. Task: Predict the reaction yield, written as a fraction of the theoretical maximum amount of product (1.0 means a 100% yield; for example, 0.34 means a 34% yield). The reactants are P(Cl)(Cl)([Cl:3])=O.[F:6][C:7]1[CH:8]=[N:9][CH:10]=[CH:11][C:12]=1[C:13]1[N:18]=[C:17](S)[N:16]([CH3:20])[C:15](=[O:21])[CH:14]=1. The catalyst is CN(C)C=O. The product is [Cl:3][C:17]1[N:16]([CH3:20])[C:15](=[O:21])[CH:14]=[C:13]([C:12]2[CH:11]=[CH:10][N:9]=[CH:8][C:7]=2[F:6])[N:18]=1. The yield is 0.730.